Predict the product of the given reaction. From a dataset of Forward reaction prediction with 1.9M reactions from USPTO patents (1976-2016). (1) Given the reactants [CH:1]([O:4][C:5]([O:7][CH:8]([O:10][C:11]([C:13]1[N:14]=[C:15]([C:44]([F:47])([F:46])[F:45])[N:16]2[CH2:21][CH2:20][N:19]([C:22](=[O:43])[CH2:23][C@H:24]([NH:35]C(OC(C)(C)C)=O)[CH2:25][C:26]3[CH:31]=[C:30]([F:32])[C:29]([F:33])=[CH:28][C:27]=3[F:34])[CH2:18][C:17]=12)=[O:12])[CH3:9])=[O:6])([CH3:3])[CH3:2].[ClH:48], predict the reaction product. The product is: [ClH:48].[CH:1]([O:4][C:5]([O:7][CH:8]([O:10][C:11]([C:13]1[N:14]=[C:15]([C:44]([F:45])([F:46])[F:47])[N:16]2[CH2:21][CH2:20][N:19]([C:22](=[O:43])[CH2:23][C@H:24]([NH2:35])[CH2:25][C:26]3[CH:31]=[C:30]([F:32])[C:29]([F:33])=[CH:28][C:27]=3[F:34])[CH2:18][C:17]=12)=[O:12])[CH3:9])=[O:6])([CH3:2])[CH3:3].[ClH:48].[CH:1]([O:4][C:5]([O:7][CH:8]([O:10][C:11]([C:13]1[N:14]=[C:15]([C:44]([F:45])([F:46])[F:47])[N:16]2[CH2:21][CH2:20][N:19]([C:22](=[O:43])[CH2:23][CH:24]([NH2:35])[CH2:25][C:26]3[CH:31]=[C:30]([F:32])[C:29]([F:33])=[CH:28][C:27]=3[F:34])[CH2:18][C:17]=12)=[O:12])[CH3:9])=[O:6])([CH3:2])[CH3:3]. (2) Given the reactants [CH3:1][C@@H:2]1[O:7][C@H:6]([CH3:8])[CH2:5][N:4]([C:9]2[C:14]([CH:15]=[O:16])=[CH:13][C:12](B3OC(C)(C)C(C)(C)O3)=[CH:11][N:10]=2)[CH2:3]1.Br[C:27]1[NH:28][CH:29]=[CH:30][N:31]=1, predict the reaction product. The product is: [CH3:8][C@H:6]1[O:7][C@@H:2]([CH3:1])[CH2:3][N:4]([C:9]2[C:14]([CH:15]=[O:16])=[CH:13][C:12]([C:27]3[NH:28][CH:29]=[CH:30][N:31]=3)=[CH:11][N:10]=2)[CH2:5]1. (3) The product is: [Br:1][C:2]1[CH:7]=[CH:6][C:5]([NH:8][C:9]([CH3:23])([CH3:22])[CH2:10][N:27]2[CH2:32][CH2:31][O:30][CH2:29][CH2:28]2)=[C:4]([N+:24]([O-:26])=[O:25])[CH:3]=1. Given the reactants [Br:1][C:2]1[CH:7]=[CH:6][C:5]([NH:8][C:9]([CH3:23])([CH3:22])[CH2:10]OS(C2C=CC(C)=CC=2)(=O)=O)=[C:4]([N+:24]([O-:26])=[O:25])[CH:3]=1.[NH:27]1[CH2:32][CH2:31][O:30][CH2:29][CH2:28]1, predict the reaction product. (4) Given the reactants [CH2:1]([NH:8][CH2:9][C@@H:10]([OH:15])[C:11]([F:14])([F:13])[F:12])[C:2]1[CH:7]=[CH:6][CH:5]=[CH:4][CH:3]=1.CCN(C(C)C)C(C)C.Cl[C@@H:26]([CH3:30])[C:27](O)=[O:28].C(P1(=O)OP(=O)(CCC)OP(=O)(CCC)[O:35]1)CC, predict the reaction product. The product is: [CH2:1]([N:8]([CH2:9][C@@H:10]([OH:15])[C:11]([F:14])([F:13])[F:12])[C:27](=[O:28])[C@@H:26]([OH:35])[CH3:30])[C:2]1[CH:3]=[CH:4][CH:5]=[CH:6][CH:7]=1. (5) Given the reactants [CH2:1]([O:4][C:5]1[C:16]([Br:17])=[CH:15][C:8]([C:9](N(OC)C)=[O:10])=[C:7]([Cl:18])[CH:6]=1)[CH:2]=[CH2:3].[CH2:19]([C:21]1[CH:26]=[CH:25][C:24]([Mg]Br)=[CH:23][CH:22]=1)[CH3:20].[NH4+].[Cl-], predict the reaction product. The product is: [CH2:1]([O:4][C:5]1[C:16]([Br:17])=[CH:15][C:8]([C:9]([C:24]2[CH:25]=[CH:26][C:21]([CH2:19][CH3:20])=[CH:22][CH:23]=2)=[O:10])=[C:7]([Cl:18])[CH:6]=1)[CH:2]=[CH2:3]. (6) Given the reactants Br[C:2]1[CH:50]=[CH:49][C:5]([CH2:6][C@@H:7]([C:26]([NH:28][C:29]2[CH:34]=[CH:33][C:32]([C:35]3[NH:39][N:38]=[C:37]([C:40]([F:48])([F:47])[C:41]([F:46])([F:45])[C:42]([OH:44])=[O:43])[N:36]=3)=[CH:31][CH:30]=2)=[O:27])[NH:8][C:9]([C@H:11]2[CH2:16][CH2:15][C@H:14]([CH2:17][NH:18][C:19]([O:21][C:22]([CH3:25])([CH3:24])[CH3:23])=[O:20])[CH2:13][CH2:12]2)=[O:10])=[CH:4][CH:3]=1.[CH3:51][N:52]([CH3:81])[CH:53]1[CH2:58][CH2:57][CH:56]([NH:59][C:60](=[O:80])[C:61]2[CH:66]=[CH:65][C:64](B3OC(C)(C)C(C)(C)O3)=[C:63]([C:76]([F:79])([F:78])[F:77])[CH:62]=2)[CH2:55][CH2:54]1.C(=O)([O-])[O-].[Na+].[Na+].O, predict the reaction product. The product is: [C:22]([O:21][C:19]([NH:18][CH2:17][C@H:14]1[CH2:13][CH2:12][C@H:11]([C:9]([NH:8][C@@H:7]([CH2:6][C:5]2[CH:4]=[CH:3][C:2]([C:64]3[CH:65]=[CH:66][C:61]([C:60](=[O:80])[NH:59][CH:56]4[CH2:57][CH2:58][CH:53]([N:52]([CH3:51])[CH3:81])[CH2:54][CH2:55]4)=[CH:62][C:63]=3[C:76]([F:77])([F:79])[F:78])=[CH:50][CH:49]=2)[C:26]([NH:28][C:29]2[CH:30]=[CH:31][C:32]([C:35]3[NH:39][N:38]=[C:37]([C:40]([F:48])([F:47])[C:41]([F:45])([F:46])[C:42]([OH:44])=[O:43])[N:36]=3)=[CH:33][CH:34]=2)=[O:27])=[O:10])[CH2:16][CH2:15]1)=[O:20])([CH3:23])([CH3:25])[CH3:24]. (7) Given the reactants [O:1]1[C:5]2[CH:6]=[CH:7][C:8]([C:10]3[S:11][CH:12]=[C:13]([C:15]([OH:17])=O)[N:14]=3)=[CH:9][C:4]=2[CH2:3][CH2:2]1.[NH:18]1[C:22]([NH2:23])=[N:21][CH:20]=[N:19]1.F[P-](F)(F)(F)(F)F.[N:31]1(OC(N(C)C)=[N+](C)C)[C:35]2C=[CH:37][CH:38]=[CH:39][C:34]=2N=N1, predict the reaction product. The product is: [O:1]1[C:5]2[CH:6]=[CH:7][C:8]([C:10]3[S:11][CH:12]=[C:13]([C:15]([NH:23][C:22]4[NH:18][N:19]=[C:20]([C:39]5[CH:38]=[CH:37][N:31]=[CH:35][CH:34]=5)[N:21]=4)=[O:17])[N:14]=3)=[CH:9][C:4]=2[CH2:3][CH2:2]1.